From a dataset of Catalyst prediction with 721,799 reactions and 888 catalyst types from USPTO. Predict which catalyst facilitates the given reaction. (1) Reactant: Br.[Br:2][C:3]1[CH:4]=[CH:5][C:6]2[N:7]([CH2:10][C:11]([C:14]([F:20])([F:19])[C:15]([F:18])([F:17])[F:16])(O)[N:12]=2)[C:8]=1[CH3:9]. Product: [Br:2][C:3]1[CH:4]=[CH:5][C:6]2[N:7]([CH:10]=[C:11]([C:14]([F:19])([F:20])[C:15]([F:18])([F:17])[F:16])[N:12]=2)[C:8]=1[CH3:9]. The catalyst class is: 8. (2) Reactant: [F:1][C:2]1[CH:8]=[CH:7][C:5]([NH2:6])=[C:4]([N+:9]([O-:11])=[O:10])[CH:3]=1.C([O:14][CH:15]=[C:16]([C:22](OCC)=O)[C:17]([O:19][CH2:20][CH3:21])=[O:18])C. Product: [CH2:20]([O:19][C:17]([CH:16]1[C:15](=[O:14])[C:7]2[C:5](=[C:4]([N+:9]([O-:11])=[O:10])[CH:3]=[C:2]([F:1])[CH:8]=2)[N:6]=[CH:22]1)=[O:18])[CH3:21]. The catalyst class is: 400. (3) Reactant: N#N.Cl.Cl.[NH2:5][C@@H:6]([C:16]1[NH:20][C:19]2[CH:21]=[C:22]([C:25]#[N:26])[CH:23]=[CH:24][C:18]=2[N:17]=1)[CH2:7][C:8]1[CH:13]=[CH:12][C:11]([O:14][CH3:15])=[CH:10][CH:9]=1.[OH-].[Na+]. Product: [NH2:5][C@@H:6]([C:16]1[NH:20][C:19]2[CH:21]=[C:22]([C:25]#[N:26])[CH:23]=[CH:24][C:18]=2[N:17]=1)[CH2:7][C:8]1[CH:13]=[CH:12][C:11]([O:14][CH3:15])=[CH:10][CH:9]=1. The catalyst class is: 2. (4) Reactant: C[O:2][C:3]([C:5]1[N:6]=[C:7]([C:10]2[CH:18]=[CH:17][CH:16]=[C:15]3[C:11]=2[CH:12]=[CH:13][N:14]3[C:19]([O:21][C:22]([CH3:25])([CH3:24])[CH3:23])=[O:20])[O:8][CH:9]=1)=O.CC(C[AlH]CC(C)C)C.[C@H](O)(C([O-])=O)[C@@H](O)C([O-])=O.[Na+].[K+]. Product: [OH:2][CH2:3][C:5]1[N:6]=[C:7]([C:10]2[CH:18]=[CH:17][CH:16]=[C:15]3[C:11]=2[CH:12]=[CH:13][N:14]3[C:19]([O:21][C:22]([CH3:25])([CH3:24])[CH3:23])=[O:20])[O:8][CH:9]=1. The catalyst class is: 366.